From a dataset of Full USPTO retrosynthesis dataset with 1.9M reactions from patents (1976-2016). Predict the reactants needed to synthesize the given product. (1) Given the product [CH2:1]([O:8][C:9]([N:11]1[CH2:16][CH2:15][CH:14]([CH:17]([C:23]([OH:25])=[O:24])[CH2:18][S:19][C:20](=[O:22])[CH3:21])[CH2:13][CH2:12]1)=[O:10])[C:2]1[CH:3]=[CH:4][CH:5]=[CH:6][CH:7]=1, predict the reactants needed to synthesize it. The reactants are: [CH2:1]([O:8][C:9]([N:11]1[CH2:16][CH2:15][CH:14]([CH:17]([C:23]([O:25]C(C)(C)C)=[O:24])[CH2:18][S:19][C:20](=[O:22])[CH3:21])[CH2:13][CH2:12]1)=[O:10])[C:2]1[CH:7]=[CH:6][CH:5]=[CH:4][CH:3]=1. (2) Given the product [Cl:38][C:23]1[C:24]([NH:26][C:27]2[C:36]([F:37])=[CH:35][CH:34]=[CH:33][C:28]=2[C:29]([NH:31][CH3:32])=[O:30])=[N:25][C:20]([NH:1][C:2]2[CH:3]=[CH:4][C:5]3[C:11]([CH3:12])([CH3:13])[CH2:10][CH2:9][C:8](=[O:14])[N:7]([CH:15]([CH3:16])[CH3:17])[C:6]=3[CH:18]=2)=[N:21][CH:22]=1, predict the reactants needed to synthesize it. The reactants are: [NH2:1][C:2]1[CH:3]=[CH:4][C:5]2[C:11]([CH3:13])([CH3:12])[CH2:10][CH2:9][C:8](=[O:14])[N:7]([CH:15]([CH3:17])[CH3:16])[C:6]=2[CH:18]=1.Cl[C:20]1[N:25]=[C:24]([NH:26][C:27]2[C:36]([F:37])=[CH:35][CH:34]=[CH:33][C:28]=2[C:29]([NH:31][CH3:32])=[O:30])[C:23]([Cl:38])=[CH:22][N:21]=1.